From a dataset of Rat liver microsome stability data. Regression/Classification. Given a drug SMILES string, predict its absorption, distribution, metabolism, or excretion properties. Task type varies by dataset: regression for continuous measurements (e.g., permeability, clearance, half-life) or binary classification for categorical outcomes (e.g., BBB penetration, CYP inhibition). Dataset: rlm. (1) The molecule is CC(C)(C)CN1CCNc2cc(Nc3ccccc3)ncc2C1. The result is 1 (stable in rat liver microsomes). (2) The compound is c1ccc(C2=Nn3c(nnc3-c3ccncc3)SC2)cc1. The result is 1 (stable in rat liver microsomes). (3) The compound is Cc1ccc(S(=O)(=O)Nc2cnccc2C(=O)NCc2ccccc2)cc1. The result is 1 (stable in rat liver microsomes). (4) The molecule is Cc1nc(-c2cc3cc(CNS(C)(=O)=O)cc([N+](=O)[O-])c3[nH]2)sc1C(=O)O. The result is 0 (unstable in rat liver microsomes). (5) The compound is CCc1nc2ccc(Cl)cn2c1C(=O)NCc1ccc2ccn(C)c2c1. The result is 1 (stable in rat liver microsomes). (6) The compound is Cc1c(Nc2c(C#N)cncc2C=Cc2ccc(OCCN3CCCC3)cc2)ccc2[nH]ccc12. The result is 1 (stable in rat liver microsomes).